From a dataset of Forward reaction prediction with 1.9M reactions from USPTO patents (1976-2016). Predict the product of the given reaction. (1) The product is: [NH2:1][C:2]1[N:7]([C:8]2[CH:9]=[C:10]([Cl:15])[CH:11]=[C:12]([Cl:14])[CH:13]=2)[C:6](=[S:16])[NH:5][C:4](=[O:17])[C:3]=1[N:18]=[O:19]. Given the reactants [NH2:1][C:2]1[N:7]([C:8]2[CH:13]=[C:12]([Cl:14])[CH:11]=[C:10]([Cl:15])[CH:9]=2)[C:6](=[S:16])[NH:5][C:4](=[O:17])[CH:3]=1.[N:18]([O-])=[O:19].[Na+], predict the reaction product. (2) Given the reactants Br[C:2]1[CH:3]=[CH:4][C:5]2[O:14][CH2:13][CH2:12][C:11]3[S:10][C:9]([C:15]4[N:16]([CH:20]([CH3:22])[CH3:21])[N:17]=[CH:18][N:19]=4)=[N:8][C:7]=3[C:6]=2[CH:23]=1.[C:24]1([S:30]([N:33]2[CH:37]=[C:36](B3OC(C)(C)C(C)(C)O3)[CH:35]=[N:34]2)(=[O:32])=[O:31])[CH:29]=[CH:28][CH:27]=[CH:26][CH:25]=1, predict the reaction product. The product is: [C:24]1([S:30]([N:33]2[CH:37]=[C:36]([C:2]3[CH:3]=[CH:4][C:5]4[O:14][CH2:13][CH2:12][C:11]5[S:10][C:9]([C:15]6[N:16]([CH:20]([CH3:22])[CH3:21])[N:17]=[CH:18][N:19]=6)=[N:8][C:7]=5[C:6]=4[CH:23]=3)[CH:35]=[N:34]2)(=[O:32])=[O:31])[CH:25]=[CH:26][CH:27]=[CH:28][CH:29]=1.